From a dataset of Full USPTO retrosynthesis dataset with 1.9M reactions from patents (1976-2016). Predict the reactants needed to synthesize the given product. (1) Given the product [CH2:1]([O:8][C:9]1[CH:10]=[C:11]([C:16]2[C:17]([C:36]3[C:41]([Cl:42])=[CH:40][CH:39]=[CH:38][N:37]=3)=[CH:18][CH:19]=[C:20]([C:22]([O:24][CH3:25])=[O:23])[N:21]=2)[CH:12]=[CH:13][C:14]=1[Cl:15])[C:2]1[CH:7]=[CH:6][CH:5]=[CH:4][CH:3]=1, predict the reactants needed to synthesize it. The reactants are: [CH2:1]([O:8][C:9]1[CH:10]=[C:11]([C:16]2[N:21]=[C:20]([C:22]([O:24][CH3:25])=[O:23])[CH:19]=[CH:18][C:17]=2B2OC(C)(C)C(C)(C)O2)[CH:12]=[CH:13][C:14]=1[Cl:15])[C:2]1[CH:7]=[CH:6][CH:5]=[CH:4][CH:3]=1.Cl[C:36]1[C:41]([Cl:42])=[CH:40][CH:39]=[CH:38][N:37]=1.C([O-])([O-])=O.[K+].[K+].CCOC(C)=O. (2) Given the product [CH3:27][N:25]1[CH2:22][CH2:23][C:24]2[C:6]3[C:5](=[CH:4][CH:3]=[C:2]([CH3:10])[CH:7]=3)[N:8]([CH2:12][C:13]([O:15][CH:16]([CH3:17])[CH3:33])=[O:14])[C:19]=2[CH2:20]1, predict the reactants needed to synthesize it. The reactants are: Cl.[C:2]1([CH3:10])[CH:7]=[CH:6][C:5]([NH:8]N)=[CH:4][CH:3]=1.Br[CH2:12][C:13]([O:15][CH2:16][CH3:17])=[O:14].C[C:19]1[CH:24]=[CH:23][C:22]([N:25]([CH2:27]C(OCC)=O)N)=C[CH:20]=1.[CH2:33](OC(OCC)CCCNC)C.CC1C=C2C(=CC=1)N(CC(OCC)=O)C=C2CCNC.C=O.C(O)(C(F)(F)F)=O.CC1C=C2C(=CC=1)N(CC(O)=O)C1CN(C)CCC2=1.CCN=C=NCCCN(C)C. (3) Given the product [CH3:5][O:6][CH2:7][C:8]1[O:12][N:11]=[C:10]([C:13]([N:15]=[N+:16]=[N-:1])=[O:14])[CH:9]=1, predict the reactants needed to synthesize it. The reactants are: [N:1]([O-])=O.[Na+].[CH3:5][O:6][CH2:7][C:8]1[O:12][N:11]=[C:10]([C:13]([NH:15][NH2:16])=[O:14])[CH:9]=1. (4) Given the product [CH2:1]([N:8]1[CH2:9][CH:19]=[C:18]([C:17]([O:21][CH2:22][CH3:23])=[O:20])[CH2:12]1)[C:2]1[CH:3]=[CH:4][CH:5]=[CH:6][CH:7]=1, predict the reactants needed to synthesize it. The reactants are: [CH2:1]([N:8]([CH2:12][Si](C)(C)C)[CH2:9]OC)[C:2]1[CH:7]=[CH:6][CH:5]=[CH:4][CH:3]=1.[C:17]([O:21][CH2:22][CH3:23])(=[O:20])[C:18]#[CH:19].C(O)(=O)C.C(=O)([O-])O.[Na+]. (5) The reactants are: [OH:1][CH2:2][CH2:3][O:4][CH2:5][CH2:6][O:7][CH2:8][C:9]([CH3:18])([CH3:17])[C:10]([O:12][C:13]([CH3:16])([CH3:15])[CH3:14])=[O:11].CC1NN=NN=1.C(N(CC)[P:28]([O:37][CH2:38][C:39]1[CH:44]=[CH:43][CH:42]=[CH:41][CH:40]=1)[O:29][CH2:30][C:31]1[CH:36]=[CH:35][CH:34]=[CH:33][CH:32]=1)C.C1C=C(Cl)C=C(C(OO)=[O:55])C=1. Given the product [CH2:38]([O:37][P:28]([O:1][CH2:2][CH2:3][O:4][CH2:5][CH2:6][O:7][CH2:8][C:9]([CH3:18])([CH3:17])[C:10]([O:12][C:13]([CH3:16])([CH3:15])[CH3:14])=[O:11])([O:29][CH2:30][C:31]1[CH:32]=[CH:33][CH:34]=[CH:35][CH:36]=1)=[O:55])[C:39]1[CH:40]=[CH:41][CH:42]=[CH:43][CH:44]=1, predict the reactants needed to synthesize it.